This data is from Full USPTO retrosynthesis dataset with 1.9M reactions from patents (1976-2016). The task is: Predict the reactants needed to synthesize the given product. Given the product [F:1][C:2]1[CH:7]=[C:6]([F:8])[CH:5]=[CH:4][C:3]=1[NH:9][C:10]1[CH:15]=[CH:14][C:13]([C:16]([C:18]2[CH:23]=[C:22]([O:24][CH2:31][CH2:32][N:33]3[CH2:38][CH2:37][O:36][CH2:35][CH2:34]3)[CH:21]=[CH:20][C:19]=2[CH3:25])=[O:17])=[C:12]([N+:26]([O-:28])=[O:27])[CH:11]=1, predict the reactants needed to synthesize it. The reactants are: [F:1][C:2]1[CH:7]=[C:6]([F:8])[CH:5]=[CH:4][C:3]=1[NH:9][C:10]1[CH:15]=[CH:14][C:13]([C:16]([C:18]2[CH:23]=[C:22]([OH:24])[CH:21]=[CH:20][C:19]=2[CH3:25])=[O:17])=[C:12]([N+:26]([O-:28])=[O:27])[CH:11]=1.Cl.Cl[CH2:31][CH2:32][N:33]1[CH2:38][CH2:37][O:36][CH2:35][CH2:34]1.C([O-])([O-])=O.[K+].[K+].[Na+].[I-].